Dataset: Reaction yield outcomes from USPTO patents with 853,638 reactions. Task: Predict the reaction yield, written as a fraction of the theoretical maximum amount of product (1.0 means a 100% yield; for example, 0.34 means a 34% yield). (1) The reactants are [NH2:1][C:2]1[C:11]2[CH:10]=[CH:9][CH:8]=[C:7](Br)[C:6]=2[N:5]=[C:4]2[CH2:13][N:14]([CH:17]3[CH2:20][CH2:19][CH2:18]3)[C:15](=[O:16])[C:3]=12.[CH3:21][O:22][C:23]1[CH:24]=[N:25][CH:26]=[C:27](B2OC(C)(C)C(C)(C)O2)[CH:28]=1. No catalyst specified. The product is [NH2:1][C:2]1[C:11]2[CH:10]=[CH:9][CH:8]=[C:7]([C:27]3[CH:26]=[N:25][CH:24]=[C:23]([O:22][CH3:21])[CH:28]=3)[C:6]=2[N:5]=[C:4]2[CH2:13][N:14]([CH:17]3[CH2:20][CH2:19][CH2:18]3)[C:15](=[O:16])[C:3]=12. The yield is 0.650. (2) The reactants are [F:1][C:2]1[CH:9]=[CH:8][C:5]([C:6]#[N:7])=[C:4]([C:10]2[NH:14][N:13]=[C:12]([CH3:15])[N:11]=2)[CH:3]=1.[C:16]([OH:19])(=[O:18])[CH3:17]. No catalyst specified. The product is [C:16]([OH:19])(=[O:18])[CH3:17].[F:1][C:2]1[CH:9]=[CH:8][C:5]([CH2:6][NH2:7])=[C:4]([C:10]2[NH:14][N:13]=[C:12]([CH3:15])[N:11]=2)[CH:3]=1. The yield is 0.730. (3) The reactants are [NH:1]1[CH2:6][CH2:5][CH:4]([NH:7][C:8](=[O:14])[O:9][C:10]([CH3:13])([CH3:12])[CH3:11])[CH2:3][CH2:2]1.[N:15]1([CH:24](N2N=C3C=CC=CC3=N2)[NH2:25])[C:19]2[CH:20]=[CH:21][CH:22]=[CH:23][C:18]=2[N:17]=[N:16]1.C(=O)([O-])[O-].[Na+].[Na+]. The catalyst is ClCCl. The product is [N:15]1([C:24](=[NH:25])[N:1]2[CH2:2][CH2:3][CH:4]([NH:7][C:8](=[O:14])[O:9][C:10]([CH3:11])([CH3:13])[CH3:12])[CH2:5][CH2:6]2)[C:19]2[CH:20]=[CH:21][CH:22]=[CH:23][C:18]=2[N:17]=[N:16]1. The yield is 0.810. (4) The reactants are Cl[C:2]1[C:3]2[CH2:16][CH2:15][N:14]([C:17]3[CH:22]=[CH:21][N:20]=[CH:19][CH:18]=3)[C:4]=2[N:5]=[C:6]([N:8]2[CH2:13][CH2:12][O:11][CH2:10][CH2:9]2)[N:7]=1.COC1C=CC(C[N:30](CC2C=CC(OC)=CC=2)[C:31]2[N:36]=[C:35]([CH3:37])[C:34](B3OC(C)(C)C(C)(C)O3)=[CH:33][N:32]=2)=CC=1.COC1C=CC(CN(CC2C=CC(OC)=CC=2)C2N=CC(B3OC(C)(C)C(C)(C)O3)=CN=2)=CC=1. No catalyst specified. The product is [CH3:37][C:35]1[C:34]([C:2]2[C:3]3[CH2:16][CH2:15][N:14]([C:17]4[CH:22]=[CH:21][N:20]=[CH:19][CH:18]=4)[C:4]=3[N:5]=[C:6]([N:8]3[CH2:13][CH2:12][O:11][CH2:10][CH2:9]3)[N:7]=2)=[CH:33][N:32]=[C:31]([NH2:30])[N:36]=1. The yield is 0.250. (5) The reactants are I[C:2]1[CH:3]=[C:4]([CH:8]=[C:9]([N+:11]([O-:13])=[O:12])[CH:10]=1)[C:5]([OH:7])=[O:6].B(O)(O)[C:15]1[CH:16]=[CH:17][C:18]([CH3:21])=[CH:19][CH:20]=1.C([O-])([O-])=O.[Cs+].[Cs+].[OH-].[Na+]. The catalyst is C1(C)C=CC=CC=1.C(O)C.O.C1C=CC([P]([Pd]([P](C2C=CC=CC=2)(C2C=CC=CC=2)C2C=CC=CC=2)([P](C2C=CC=CC=2)(C2C=CC=CC=2)C2C=CC=CC=2)[P](C2C=CC=CC=2)(C2C=CC=CC=2)C2C=CC=CC=2)(C2C=CC=CC=2)C2C=CC=CC=2)=CC=1. The product is [CH3:21][C:18]1[CH:19]=[CH:20][C:15]([C:2]2[CH:10]=[C:9]([N+:11]([O-:13])=[O:12])[CH:8]=[C:4]([C:5]([OH:7])=[O:6])[CH:3]=2)=[CH:16][CH:17]=1. The yield is 0.972. (6) The reactants are S(=O)(=O)(O)O.[N+:6]([O-:9])(O)=[O:7].[O:10]=[C:11]1[CH2:17][CH2:16][C:15]2[CH:18]=[CH:19][CH:20]=[CH:21][C:14]=2[CH2:13][CH2:12]1. The catalyst is [N+](C)([O-])=O. The product is [N+:6]([C:19]1[CH:20]=[CH:21][C:14]2[CH2:13][CH2:12][C:11](=[O:10])[CH2:17][CH2:16][C:15]=2[CH:18]=1)([O-:9])=[O:7]. The yield is 0.400. (7) The reactants are C([O:4][C@:5]1(O)[CH2:9][N:8]([C:10]([O:12][C:13]([CH3:16])([CH3:15])[CH3:14])=[O:11])[C@H:7]([CH2:17][O:18][C:19]2[CH:28]=[CH:27][C:22]([C:23]([O:25][CH3:26])=[O:24])=[CH:21][CH:20]=2)[CH2:6]1)(=O)C.C([O-])([O-])=O.[K+].[K+]. The catalyst is CO. The product is [C:13]([O:12][C:10]([N:8]1[CH2:9][C@@H:5]([OH:4])[CH2:6][C@H:7]1[CH2:17][O:18][C:19]1[CH:20]=[CH:21][C:22]([C:23]([O:25][CH3:26])=[O:24])=[CH:27][CH:28]=1)=[O:11])([CH3:16])([CH3:14])[CH3:15]. The yield is 0.870.